From a dataset of Forward reaction prediction with 1.9M reactions from USPTO patents (1976-2016). Predict the product of the given reaction. Given the reactants C(OC([N:8]1[C:16]2[C:11](=[C:12]([C:20]([C:25]#[N:26])([CH3:24])[C:21](O)=O)[C:13]([O:18][CH3:19])=[CH:14][C:15]=2[CH3:17])[CH:10]=[CH:9]1)=O)(C)(C)C.CCN(C(C)C)C(C)C.CN(C(ON1N=NC2C=CC=CC1=2)=[N+](C)C)C.F[P-](F)(F)(F)(F)F.[Br:60][C:61]1[CH:62]=[C:63]([NH2:68])[C:64]([NH2:67])=[CH:65][CH:66]=1, predict the reaction product. The product is: [Br:60][C:61]1[CH:66]=[CH:65][C:64]2[NH:67][C:21]([C:20]([C:12]3[C:13]([O:18][CH3:19])=[CH:14][C:15]([CH3:17])=[C:16]4[C:11]=3[CH:10]=[CH:9][NH:8]4)([CH3:24])[C:25]#[N:26])=[N:68][C:63]=2[CH:62]=1.